This data is from Reaction yield outcomes from USPTO patents with 853,638 reactions. The task is: Predict the reaction yield, written as a fraction of the theoretical maximum amount of product (1.0 means a 100% yield; for example, 0.34 means a 34% yield). (1) The reactants are [NH2:1][CH2:2][CH2:3][CH2:4][CH2:5][C:6]1[CH:11]=[CH:10][C:9]([S:12]([NH:15][C@@H:16]([CH:20]([CH3:22])[CH3:21])[C:17]([NH2:19])=[O:18])(=[O:14])=[O:13])=[CH:8][CH:7]=1.C(N(C(C)C)CC)(C)C.I.[NH2:33][C:34]1[C:35]([C:42]([NH:44][C:45](=[NH:48])SC)=[O:43])=[N:36][C:37]([Cl:41])=[C:38]([NH2:40])[N:39]=1. The catalyst is C(O)C. The product is [NH2:33][C:34]1[C:35]([C:42]([N:44]=[C:45]([NH2:48])[NH:1][CH2:2][CH2:3][CH2:4][CH2:5][C:6]2[CH:7]=[CH:8][C:9]([S:12]([NH:15][C@@H:16]([CH:20]([CH3:22])[CH3:21])[C:17]([NH2:19])=[O:18])(=[O:14])=[O:13])=[CH:10][CH:11]=2)=[O:43])=[N:36][C:37]([Cl:41])=[C:38]([NH2:40])[N:39]=1. The yield is 0.540. (2) The reactants are [Cl:1][C:2]1[C:11]([CH:12]=O)=[CH:10][C:9]2[C:4](=[CH:5][C:6]([F:14])=[CH:7][CH:8]=2)[N:3]=1.[CH3:15][C:16]([S@:19]([NH2:21])=[O:20])([CH3:18])[CH3:17]. The catalyst is C1COCC1.CC(C)[O-].[Ti+4].CC(C)[O-].CC(C)[O-].CC(C)[O-]. The product is [Cl:1][C:2]1[C:11](/[CH:12]=[N:21]/[S@@:19]([C:16]([CH3:18])([CH3:17])[CH3:15])=[O:20])=[CH:10][C:9]2[C:4](=[CH:5][C:6]([F:14])=[CH:7][CH:8]=2)[N:3]=1. The yield is 0.760. (3) The reactants are C[O:2][C:3](=[O:23])[CH:4]=[CH:5][C:6]1[CH:11]=[CH:10][CH:9]=[C:8]([S:12](=[O:22])(=[O:21])[NH:13][CH2:14][C:15]2[CH:20]=[CH:19][CH:18]=[CH:17][CH:16]=2)[CH:7]=1.CO. No catalyst specified. The product is [CH2:14]([NH:13][S:12]([C:8]1[CH:7]=[C:6]([CH:5]=[CH:4][C:3]([OH:23])=[O:2])[CH:11]=[CH:10][CH:9]=1)(=[O:22])=[O:21])[C:15]1[CH:20]=[CH:19][CH:18]=[CH:17][CH:16]=1. The yield is 0.810.